From a dataset of Catalyst prediction with 721,799 reactions and 888 catalyst types from USPTO. Predict which catalyst facilitates the given reaction. (1) Reactant: [CH3:1][O:2][C:3]1[CH:4]=[CH:5][C:6]2[CH:10]=[C:9]([C:11]3[CH:16]=[CH:15][C:14]([O:17][CH3:18])=[CH:13][CH:12]=3)[S:8][C:7]=2[CH:19]=1.C1C(=O)N([Br:27])C(=O)C1. Product: [Br:27][C:10]1[C:6]2[CH:5]=[CH:4][C:3]([O:2][CH3:1])=[CH:19][C:7]=2[S:8][C:9]=1[C:11]1[CH:12]=[CH:13][C:14]([O:17][CH3:18])=[CH:15][CH:16]=1. The catalyst class is: 1. (2) Reactant: O/[C:2](=[CH:8]\[C:9](=O)[CH2:10][CH:11]([CH3:13])[CH3:12])/[C:3]([O:5][CH2:6][CH3:7])=[O:4].Cl.[F:16][C:17]1[CH:22]=[CH:21][C:20]([NH:23][NH2:24])=[CH:19][CH:18]=1.Cl. Product: [F:16][C:17]1[CH:22]=[CH:21][C:20]([N:23]2[C:9]([CH2:10][CH:11]([CH3:13])[CH3:12])=[CH:8][C:2]([C:3]([O:5][CH2:6][CH3:7])=[O:4])=[N:24]2)=[CH:19][CH:18]=1. The catalyst class is: 8. (3) Reactant: [NH:1]1[CH2:11][CH2:10][CH:4]([C:5]([O:7][CH2:8][CH3:9])=[O:6])[CH2:3][CH2:2]1.CCN(CC)CC.[C:19]1([CH3:29])[CH:24]=[CH:23][C:22]([S:25](Cl)(=[O:27])=[O:26])=[CH:21][CH:20]=1. Product: [CH2:8]([O:7][C:5]([CH:4]1[CH2:3][CH2:2][N:1]([S:25]([C:22]2[CH:23]=[CH:24][C:19]([CH3:29])=[CH:20][CH:21]=2)(=[O:27])=[O:26])[CH2:11][CH2:10]1)=[O:6])[CH3:9]. The catalyst class is: 2. (4) Reactant: C(Cl)(Cl)=O.[C:5]([Cl:19])(=[O:18])[C:6]1[C:7](=[CH:11][C:12](=[CH:16][CH:17]=1)[C:13]([Cl:15])=[O:14])[C:8]([Cl:10])=[O:9].[C:20]([Cl:25])(=[O:24])[C:21](C)=[CH2:22].OC1C=CC(C(C2C=CC(O)=CC=2)(C)C)=CC=1.[OH-].[Na+].[H][H]. Product: [C:5]([Cl:19])(=[O:18])[C:6]1[C:7](=[CH:11][C:12](=[CH:16][CH:17]=1)[C:13]([Cl:15])=[O:14])[C:8]([Cl:10])=[O:9].[C:20]([Cl:25])(=[O:24])[CH:21]=[CH2:22]. The catalyst class is: 347. (5) Reactant: [Cl:1][C:2]1[N:7]=[C:6]([NH:8][CH:9]([CH2:12][CH3:13])[CH2:10][CH3:11])[C:5](/[CH:14]=[CH:15]\OCC)=[CH:4][N:3]=1.Cl. Product: [Cl:1][C:2]1[N:3]=[CH:4][C:5]2[CH:14]=[CH:15][N:8]([CH:9]([CH2:10][CH3:11])[CH2:12][CH3:13])[C:6]=2[N:7]=1. The catalyst class is: 14.